From a dataset of Full USPTO retrosynthesis dataset with 1.9M reactions from patents (1976-2016). Predict the reactants needed to synthesize the given product. (1) Given the product [NH2:1][C:2]1[C:7]2[C:8](=[O:29])[N:9]([C:13]3[CH:18]=[CH:17][C:16]([CH:19]4[CH2:20][CH2:21][CH:22]([CH2:25][C:26]([NH:42][CH3:41])=[O:28])[CH2:23][CH2:24]4)=[CH:15][CH:14]=3)[CH2:10][CH2:11][O:12][C:6]=2[N:5]=[CH:4][N:3]=1, predict the reactants needed to synthesize it. The reactants are: [NH2:1][C:2]1[C:7]2[C:8](=[O:29])[N:9]([C:13]3[CH:18]=[CH:17][C:16]([C@H:19]4[CH2:24][CH2:23][C@H:22]([CH2:25][C:26]([OH:28])=O)[CH2:21][CH2:20]4)=[CH:15][CH:14]=3)[CH2:10][CH2:11][O:12][C:6]=2[N:5]=[CH:4][N:3]=1.C(Cl)(=O)C(Cl)=O.O1CCCC1.[CH3:41][NH2:42]. (2) Given the product [CH2:1]([N:3]([CH2:11][C:12]1[CH:13]=[N:14][CH:15]=[C:16]([C:19]2[CH:20]=[C:21]3[C:25](=[CH:26][CH:27]=2)[N:24]([CH:28]2[CH2:33][CH2:32][CH2:31][CH2:30][O:29]2)[N:23]=[C:22]3[C:34]2[NH:35][C:36]([C:39]([N:41]3[CH2:42][CH2:43][N:56]([CH3:54])[CH2:57][CH2:58]3)=[O:40])=[CH:37][N:38]=2)[C:17]=1[CH3:18])[C:4](=[O:10])[O:5][C:6]([CH3:8])([CH3:7])[CH3:9])[CH3:2], predict the reactants needed to synthesize it. The reactants are: [CH2:1]([N:3]([CH2:11][C:12]1[CH:13]=[N:14][CH:15]=[C:16]([C:19]2[CH:20]=[C:21]3[C:25](=[CH:26][CH:27]=2)[N:24]([CH:28]2[CH2:33][CH2:32][CH2:31][CH2:30][O:29]2)[N:23]=[C:22]3[C:34]2[NH:35][C:36]([C:39]([NH:41][CH2:42][C:43]3C=NC=CC=3)=[O:40])=[CH:37][N:38]=2)[C:17]=1[CH3:18])[C:4](=[O:10])[O:5][C:6]([CH3:9])([CH3:8])[CH3:7])[CH3:2].C(O[C:54]([N:56](CC1C(C)=C(C2C=C3C(=CC=2)N(C2CCCCO2)N=C3C2NC(C(O)=O)=CN=2)C=NC=1)[CH2:57][CH3:58])=O)(C)(C)C.CCN(CC)CC.CN1CCNCC1.CN(C(ON1N=NC2C=CC=NC1=2)=[N+](C)C)C.F[P-](F)(F)(F)(F)F. (3) Given the product [CH:1]([C:4]1[N:8]2[CH:9]=[C:10]([O:13][C:14]3[CH:26]=[CH:25][CH:24]=[CH:23][C:15]=3[CH2:16][OH:17])[CH:11]=[CH:12][C:7]2=[N:6][N:5]=1)([CH3:3])[CH3:2], predict the reactants needed to synthesize it. The reactants are: [CH:1]([C:4]1[N:8]2[CH:9]=[C:10]([O:13][C:14]3[CH:26]=[CH:25][CH:24]=[CH:23][C:15]=3[CH2:16][O:17]C(=O)C(C)C)[CH:11]=[CH:12][C:7]2=[N:6][N:5]=1)([CH3:3])[CH3:2].[OH-].[K+].